This data is from Forward reaction prediction with 1.9M reactions from USPTO patents (1976-2016). The task is: Predict the product of the given reaction. (1) Given the reactants [CH2:1]([O:4][C:5]1[C:14]2[C:9](=[CH:10][CH:11]=[CH:12][CH:13]=2)[C:8]([O:15][CH2:16][CH2:17][CH3:18])=[C:7]([C:19]([OH:21])=[O:20])[C:6]=1[C:22]([OH:24])=O)[CH2:2][CH3:3].S(Cl)(Cl)=O, predict the reaction product. The product is: [CH2:1]([O:4][C:5]1[C:6]2[C:22](=[O:24])[O:20][C:19](=[O:21])[C:7]=2[C:8]([O:15][CH2:16][CH2:17][CH3:18])=[C:9]2[C:14]=1[CH:13]=[CH:12][CH:11]=[CH:10]2)[CH2:2][CH3:3]. (2) Given the reactants C[O:2][C:3]1[CH:4]=[C:5]2[C:9](=[C:10]([C:12]([O:14][CH3:15])=[O:13])[CH:11]=1)[CH2:8][C:7]([CH3:16])=[CH:6]2.B(Br)(Br)Br, predict the reaction product. The product is: [OH:2][C:3]1[CH:4]=[C:5]2[C:9](=[C:10]([C:12]([O:14][CH3:15])=[O:13])[CH:11]=1)[CH2:8][C:7]([CH3:16])=[CH:6]2. (3) Given the reactants [NH2:1][C:2]1[CH:10]=[CH:9][CH:8]=[CH:7][C:3]=1[C:4]([NH2:6])=[O:5].[N:11]12[CH2:18][CH2:17][CH:14]([CH2:15][CH2:16]1)[CH:13]([C:19](Cl)=O)[CH2:12]2, predict the reaction product. The product is: [N:11]12[CH2:18][CH2:17][CH:14]([CH2:15][CH2:16]1)[CH:13]([C:19]1[NH:6][C:4](=[O:5])[C:3]3[C:2](=[CH:10][CH:9]=[CH:8][CH:7]=3)[N:1]=1)[CH2:12]2. (4) Given the reactants COC([CH:5]1[CH2:10][C:9]([C:17]#[N:18])([C:11]2[CH:16]=[CH:15][CH:14]=[CH:13][CH:12]=2)[CH2:8][CH2:7][C:6]1=[O:19])=O.C(O)(=O)C, predict the reaction product. The product is: [O:19]=[C:6]1[CH2:7][CH2:8][C:9]([C:11]2[CH:12]=[CH:13][CH:14]=[CH:15][CH:16]=2)([C:17]#[N:18])[CH2:10][CH2:5]1. (5) Given the reactants [N:1]1([CH2:7][C:8]2[CH:13]=[CH:12][N:11]=[CH:10][CH:9]=2)[CH2:6][CH2:5][CH2:4][CH2:3][CH2:2]1.[ClH:14], predict the reaction product. The product is: [ClH:14].[ClH:14].[N:1]1([CH2:7][CH:8]2[CH2:9][CH2:10][NH:11][CH2:12][CH2:13]2)[CH2:2][CH2:3][CH2:4][CH2:5][CH2:6]1. (6) Given the reactants [OH-].[Na+].[NH2:3][C:4]1([C:20]([OH:22])=[O:21])[CH2:11][CH:10]2[N:12]([CH2:13][C:14]3[CH:19]=[CH:18][CH:17]=[CH:16][CH:15]=3)[CH:6]([CH2:7][O:8][CH2:9]2)[CH2:5]1.[CH3:23][C:24]([O:27][C:28](O[C:28]([O:27][C:24]([CH3:26])([CH3:25])[CH3:23])=[O:29])=[O:29])([CH3:26])[CH3:25], predict the reaction product. The product is: [CH2:13]([N:12]1[CH:10]2[CH2:11][C:4]([NH:3][C:28]([O:27][C:24]([CH3:26])([CH3:25])[CH3:23])=[O:29])([C:20]([OH:22])=[O:21])[CH2:5][CH:6]1[CH2:7][O:8][CH2:9]2)[C:14]1[CH:15]=[CH:16][CH:17]=[CH:18][CH:19]=1. (7) Given the reactants [F:1][C:2]1[CH:7]=[CH:6][C:5]([C:8]2[C:9]3[CH:16]=[CH:15][C:14]([C:17]#[C:18][CH2:19][CH2:20][CH2:21]O)=[CH:13][C:10]=3[S:11][CH:12]=2)=[CH:4][CH:3]=1.[CH3:23][NH:24][CH3:25], predict the reaction product. The product is: [F:1][C:2]1[CH:7]=[CH:6][C:5]([C:8]2[C:9]3[CH:16]=[CH:15][C:14]([C:17]#[C:18][CH2:19][CH2:20][CH2:21][N:24]([CH3:25])[CH3:23])=[CH:13][C:10]=3[S:11][CH:12]=2)=[CH:4][CH:3]=1. (8) Given the reactants C([O:8][N:9]1[C:15](=[O:16])[N:14]2[CH2:17][C@H:10]1[CH2:11][CH2:12][C@H:13]2[C:18]([NH:20][O:21][CH2:22][C:23]1[N:27]([CH3:28])[CH:26]=[N:25][CH:24]=1)=[O:19])C1C=CC=CC=1, predict the reaction product. The product is: [OH:8][N:9]1[C:15](=[O:16])[N:14]2[CH2:17][C@H:10]1[CH2:11][CH2:12][C@H:13]2[C:18]([NH:20][O:21][CH2:22][C:23]1[N:27]([CH3:28])[CH:26]=[N:25][CH:24]=1)=[O:19].